Predict the reaction yield, written as a fraction of the theoretical maximum amount of product (1.0 means a 100% yield; for example, 0.34 means a 34% yield). From a dataset of Reaction yield outcomes from USPTO patents with 853,638 reactions. (1) The reactants are [CH:1]([N:4]1[C:8]([C:9]2[S:10][C:11]3[CH2:12][CH2:13][O:14][C:15]4[CH:22]=[C:21]([CH:23]5[CH2:28][CH2:27][N:26]([C:29]([CH3:33])([CH3:32])[C:30]#[N:31])[CH2:25][CH2:24]5)[CH:20]=[CH:19][C:16]=4[C:17]=3[N:18]=2)=[N:7][CH:6]=[N:5]1)([CH3:3])[CH3:2].S(=O)(=O)(O)[OH:35].C(=O)([O-])[O-].[Na+].[Na+]. No catalyst specified. The product is [CH:1]([N:4]1[C:8]([C:9]2[S:10][C:11]3[CH2:12][CH2:13][O:14][C:15]4[CH:22]=[C:21]([CH:23]5[CH2:28][CH2:27][N:26]([C:29]([CH3:33])([CH3:32])[C:30]([NH2:31])=[O:35])[CH2:25][CH2:24]5)[CH:20]=[CH:19][C:16]=4[C:17]=3[N:18]=2)=[N:7][CH:6]=[N:5]1)([CH3:3])[CH3:2]. The yield is 0.190. (2) The reactants are COC1C=CC([CH2:7][N:8](C)[C:9]2[CH:18]=[C:17]3[C:12]([CH:13]=[C:14]([C:21]4[CH:26]=[C:25]([NH2:27])[C:24]([F:28])=[CH:23][C:22]=4[CH3:29])[C:15](=[O:20])[N:16]3[CH3:19])=[CH:11][N:10]=2)=CC=1.C(O)(C(F)(F)F)=O.C([O-])([O-])=O.[Na+].[Na+]. No catalyst specified. The product is [NH2:27][C:25]1[C:24]([F:28])=[CH:23][C:22]([CH3:29])=[C:21]([C:14]2[C:15](=[O:20])[N:16]([CH3:19])[C:17]3[C:12]([CH:13]=2)=[CH:11][N:10]=[C:9]([NH:8][CH3:7])[CH:18]=3)[CH:26]=1. The yield is 0.640. (3) The reactants are [F:1][C:2]1[C:3]([CH3:12])=[C:4]([CH2:9]C#N)[CH:5]=[CH:6][C:7]=1[F:8].OS(O)(=O)=O.O.[C:19]([O-:22])([O-])=[O:20].[Na+].[Na+]. The catalyst is C(O)(=O)C. The product is [F:1][C:2]1[C:3]([CH3:12])=[C:4]([CH2:9][C:19]([OH:22])=[O:20])[CH:5]=[CH:6][C:7]=1[F:8]. The yield is 0.940. (4) The reactants are Br[C:2]1[C:6]([C:7]2[CH:12]=[CH:11][CH:10]=[CH:9][N:8]=2)=[N:5][N:4]2[CH2:13][CH2:14][CH2:15][C:3]=12.[O:16]1[CH2:22][CH2:21][CH2:20][O:19][C:18]2[CH:23]=[C:24](B(O)O)[CH:25]=[CH:26][C:17]1=2.C(=O)([O-])[O-].[K+].[K+]. The catalyst is C1COCC1.CN(C=O)C.C1C=CC(/C=C/C(/C=C/C2C=CC=CC=2)=O)=CC=1.C1C=CC(/C=C/C(/C=C/C2C=CC=CC=2)=O)=CC=1.C1C=CC(/C=C/C(/C=C/C2C=CC=CC=2)=O)=CC=1.[Pd].[Pd]. The product is [O:16]1[CH2:22][CH2:21][CH2:20][O:19][C:18]2[CH:23]=[C:24]([C:2]3[C:6]([C:7]4[CH:12]=[CH:11][CH:10]=[CH:9][N:8]=4)=[N:5][N:4]4[CH2:13][CH2:14][CH2:15][C:3]=34)[CH:25]=[CH:26][C:17]1=2. The yield is 0.220. (5) The reactants are [Cl:1][C:2]1[C:14]([Cl:15])=[CH:13][CH:12]=[C:11]2[C:3]=1[C:4]1[CH2:5][CH2:6][CH2:7][C:8](=[O:26])[C:9]=1[N:10]2[S:16]([C:19]1[CH:25]=[CH:24][C:22]([CH3:23])=[CH:21][CH:20]=1)(=[O:18])=[O:17].[Li+].[CH3:28][Si]([N-][Si](C)(C)C)(C)C.CI. The catalyst is C1COCC1. The product is [Cl:1][C:2]1[C:14]([Cl:15])=[CH:13][CH:12]=[C:11]2[C:3]=1[C:4]1[CH2:5][CH2:6][CH:7]([CH3:28])[C:8](=[O:26])[C:9]=1[N:10]2[S:16]([C:19]1[CH:20]=[CH:21][C:22]([CH3:23])=[CH:24][CH:25]=1)(=[O:18])=[O:17]. The yield is 0.320. (6) The reactants are [F:1][C:2]1[CH:21]=[C:20]([N+:22]([O-:24])=[O:23])[CH:19]=[CH:18][C:3]=1[O:4][C:5]1[C:14]2[C:9](=[CH:10][C:11]([OH:17])=[C:12]([O:15][CH3:16])[CH:13]=2)[N:8]=[CH:7][CH:6]=1.CC(N(C)C)=O.C(=O)([O-])[O-].[Cs+].[Cs+].[CH2:37]([O:44][C:45]([N:47]1[CH2:51][CH:50]2[CH2:52][CH:53]([CH2:55]OS(C)(=O)=O)[CH2:54][CH:49]2[CH2:48]1)=[O:46])[C:38]1[CH:43]=[CH:42][CH:41]=[CH:40][CH:39]=1. The catalyst is O. The product is [CH2:37]([O:44][C:45]([N:47]1[CH2:48][CH:49]2[CH2:54][CH:53]([CH2:55][O:17][C:11]3[CH:10]=[C:9]4[C:14]([C:5]([O:4][C:3]5[CH:18]=[CH:19][C:20]([N+:22]([O-:24])=[O:23])=[CH:21][C:2]=5[F:1])=[CH:6][CH:7]=[N:8]4)=[CH:13][C:12]=3[O:15][CH3:16])[CH2:52][CH:50]2[CH2:51]1)=[O:46])[C:38]1[CH:39]=[CH:40][CH:41]=[CH:42][CH:43]=1. The yield is 0.940.